Dataset: Forward reaction prediction with 1.9M reactions from USPTO patents (1976-2016). Task: Predict the product of the given reaction. (1) The product is: [Br:1][C:2]1[CH:3]=[CH:4][CH:5]=[C:6]2[C:11]=1[O:10][CH2:9][CH2:8][CH:7]2[CH2:12][OH:13]. Given the reactants [Br:1][C:2]1[CH:3]=[CH:4][CH:5]=[C:6]2[C:11]=1[O:10][CH2:9][CH2:8][CH:7]2[C:12](O)=[O:13], predict the reaction product. (2) Given the reactants [C:1]([C:3]1[CH:8]=[CH:7][C:6]([C@@H:9]2[C:14]([C:15]#[N:16])=[C:13]([CH3:17])[N:12]([C:18]3[CH:23]=[CH:22][CH:21]=[C:20]([C:24]([F:27])([F:26])[F:25])[CH:19]=3)[C:11](=[O:28])[NH:10]2)=[C:5]([S:29]([CH3:32])(=[O:31])=[O:30])[CH:4]=1)#[N:2].[H-].[Na+].[F:35][C:36]([F:49])([F:48])[O:37][C:38]1[CH:43]=[CH:42][CH:41]=[CH:40][C:39]=1[S:44](Cl)(=[O:46])=[O:45], predict the reaction product. The product is: [C:1]([C:3]1[CH:8]=[CH:7][C:6]([C@@H:9]2[C:14]([C:15]#[N:16])=[C:13]([CH3:17])[N:12]([C:18]3[CH:23]=[CH:22][CH:21]=[C:20]([C:24]([F:27])([F:26])[F:25])[CH:19]=3)[C:11](=[O:28])[N:10]2[S:44]([C:39]2[CH:40]=[CH:41][CH:42]=[CH:43][C:38]=2[O:37][C:36]([F:35])([F:48])[F:49])(=[O:46])=[O:45])=[C:5]([S:29]([CH3:32])(=[O:31])=[O:30])[CH:4]=1)#[N:2]. (3) The product is: [NH2:1][C:2]1[C:7]([C:8]([C:10]2[CH:15]=[CH:14][CH:13]=[CH:12][C:11]=2[O:16][CH3:17])=[O:9])=[CH:6][N:5]=[C:4]([NH:38][C:35]2[CH:34]=[CH:33][C:32]([N:29]3[CH2:28][CH2:27][N:26]([CH:23]([CH3:25])[CH3:24])[CH2:31][CH2:30]3)=[CH:37][CH:36]=2)[N:3]=1. Given the reactants [NH2:1][C:2]1[C:7]([C:8]([C:10]2[CH:15]=[CH:14][CH:13]=[CH:12][C:11]=2[O:16][CH3:17])=[O:9])=[CH:6][N:5]=[C:4](S(CC)(=O)=O)[N:3]=1.[CH:23]([N:26]1[CH2:31][CH2:30][N:29]([C:32]2[CH:37]=[CH:36][C:35]([NH2:38])=[CH:34][CH:33]=2)[CH2:28][CH2:27]1)([CH3:25])[CH3:24], predict the reaction product. (4) Given the reactants [OH:1][C:2]1[C:3]([C:17]([NH:19][CH2:20][C:21]([O:23]CC)=[O:22])=[O:18])=[C:4]2[C:9](=[CH:10][C:11]=1[C:12]1[N:13]=[CH:14][S:15][CH:16]=1)[N:8]=[CH:7][CH:6]=[N:5]2.[OH-].[Na+], predict the reaction product. The product is: [OH:1][C:2]1[C:3]([C:17]([NH:19][CH2:20][C:21]([OH:23])=[O:22])=[O:18])=[C:4]2[C:9](=[CH:10][C:11]=1[C:12]1[N:13]=[CH:14][S:15][CH:16]=1)[N:8]=[CH:7][CH:6]=[N:5]2.